This data is from Catalyst prediction with 721,799 reactions and 888 catalyst types from USPTO. The task is: Predict which catalyst facilitates the given reaction. (1) The catalyst class is: 42. Product: [F:1][C:2]1[CH:7]=[CH:6][CH:5]=[C:4]([O:8][CH3:17])[C:3]=1[O:13][CH3:10]. Reactant: [F:1][C:2]1[CH:7]=[CH:6][CH:5]=[C:4]([OH:8])[C:3]=1O.[C:10](=[O:13])([O-])[O-].[K+].[K+].I[CH3:17]. (2) Reactant: CN(C=O)C.[C:6]([O:10][C:11](=[O:34])[NH:12][C:13]1[C:14]([O:32][CH3:33])=[N:15][N:16]2[C:20]([C:21]3[C:26]([O:27][CH3:28])=[CH:25][C:24]([OH:29])=[CH:23][C:22]=3[O:30][CH3:31])=[CH:19][S:18][C:17]=12)([CH3:9])([CH3:8])[CH3:7].C(=O)([O-])[O-].[K+].[K+].I[CH2:42][CH2:43][F:44]. Product: [C:6]([O:10][C:11](=[O:34])[NH:12][C:13]1[C:14]([O:32][CH3:33])=[N:15][N:16]2[C:20]([C:21]3[C:22]([O:30][CH3:31])=[CH:23][C:24]([O:29][CH2:42][CH2:43][F:44])=[CH:25][C:26]=3[O:27][CH3:28])=[CH:19][S:18][C:17]=12)([CH3:9])([CH3:8])[CH3:7]. The catalyst class is: 6. (3) Reactant: [BH4-].[Na+].[Cl:3][C:4]1[CH:9]=[CH:8][C:7]([C:10]2[C:11]([C:18]([O:20][CH3:21])=[O:19])=[CH:12][C:13]([C:16]#[N:17])=[CH:14][CH:15]=2)=[CH:6][CH:5]=1. Product: [NH2:17][CH2:16][C:13]1[CH:12]=[C:11]([C:18]([O:20][CH3:21])=[O:19])[C:10]([C:7]2[CH:8]=[CH:9][C:4]([Cl:3])=[CH:5][CH:6]=2)=[CH:15][CH:14]=1. The catalyst class is: 888. (4) Reactant: [C:1]([C:5]1[CH:19]=[C:8]2[N:9]=[CH:10][C:11]([C:13]#[C:14][Si](C)(C)C)=[CH:12][N:7]2[N:6]=1)([CH3:4])([CH3:3])[CH3:2].[F-].C([N+](CCCC)(CCCC)CCCC)CCC. Product: [C:1]([C:5]1[CH:19]=[C:8]2[N:9]=[CH:10][C:11]([C:13]#[CH:14])=[CH:12][N:7]2[N:6]=1)([CH3:4])([CH3:3])[CH3:2]. The catalyst class is: 4.